Dataset: Full USPTO retrosynthesis dataset with 1.9M reactions from patents (1976-2016). Task: Predict the reactants needed to synthesize the given product. Given the product [N+:1]([C:4]1[CH:5]=[C:6]([CH:10]=[C:11]([C:13]([F:16])([F:15])[F:14])[CH:12]=1)[C:7]([NH2:17])=[O:8])([O-:3])=[O:2], predict the reactants needed to synthesize it. The reactants are: [N+:1]([C:4]1[CH:5]=[C:6]([CH:10]=[C:11]([C:13]([F:16])([F:15])[F:14])[CH:12]=1)[C:7](Cl)=[O:8])([O-:3])=[O:2].[NH4+:17].[OH-].